The task is: Regression. Given two drug SMILES strings and cell line genomic features, predict the synergy score measuring deviation from expected non-interaction effect.. This data is from NCI-60 drug combinations with 297,098 pairs across 59 cell lines. (1) Drug 2: C1C(C(OC1N2C=NC(=NC2=O)N)CO)O. Cell line: PC-3. Synergy scores: CSS=10.9, Synergy_ZIP=-3.64, Synergy_Bliss=0.260, Synergy_Loewe=-5.93, Synergy_HSA=0.898. Drug 1: CC(C)NC(=O)C1=CC=C(C=C1)CNNC.Cl. (2) Drug 1: CC12CCC3C(C1CCC2=O)CC(=C)C4=CC(=O)C=CC34C. Drug 2: C#CCC(CC1=CN=C2C(=N1)C(=NC(=N2)N)N)C3=CC=C(C=C3)C(=O)NC(CCC(=O)O)C(=O)O. Cell line: SF-295. Synergy scores: CSS=41.5, Synergy_ZIP=2.59, Synergy_Bliss=0.0849, Synergy_Loewe=1.18, Synergy_HSA=0.969. (3) Drug 1: C1CC(=O)NC(=O)C1N2CC3=C(C2=O)C=CC=C3N. Drug 2: CC1OCC2C(O1)C(C(C(O2)OC3C4COC(=O)C4C(C5=CC6=C(C=C35)OCO6)C7=CC(=C(C(=C7)OC)O)OC)O)O. Cell line: KM12. Synergy scores: CSS=34.5, Synergy_ZIP=6.91, Synergy_Bliss=4.75, Synergy_Loewe=5.82, Synergy_HSA=9.79. (4) Drug 1: CCCCCOC(=O)NC1=NC(=O)N(C=C1F)C2C(C(C(O2)C)O)O. Drug 2: CCN(CC)CCCC(C)NC1=C2C=C(C=CC2=NC3=C1C=CC(=C3)Cl)OC. Cell line: OVCAR3. Synergy scores: CSS=16.7, Synergy_ZIP=-4.17, Synergy_Bliss=-0.348, Synergy_Loewe=-11.3, Synergy_HSA=-1.54. (5) Drug 1: C1CCC(C1)C(CC#N)N2C=C(C=N2)C3=C4C=CNC4=NC=N3. Drug 2: CC12CCC3C(C1CCC2O)C(CC4=C3C=CC(=C4)O)CCCCCCCCCS(=O)CCCC(C(F)(F)F)(F)F. Cell line: SK-MEL-2. Synergy scores: CSS=2.91, Synergy_ZIP=3.42, Synergy_Bliss=8.28, Synergy_Loewe=0.467, Synergy_HSA=2.22. (6) Drug 1: CC1CCC2CC(C(=CC=CC=CC(CC(C(=O)C(C(C(=CC(C(=O)CC(OC(=O)C3CCCCN3C(=O)C(=O)C1(O2)O)C(C)CC4CCC(C(C4)OC)OCCO)C)C)O)OC)C)C)C)OC. Drug 2: C1=CC=C(C(=C1)C(C2=CC=C(C=C2)Cl)C(Cl)Cl)Cl. Cell line: NCI/ADR-RES. Synergy scores: CSS=8.43, Synergy_ZIP=-2.41, Synergy_Bliss=1.49, Synergy_Loewe=-3.51, Synergy_HSA=-0.712.